Task: Regression. Given two drug SMILES strings and cell line genomic features, predict the synergy score measuring deviation from expected non-interaction effect.. Dataset: NCI-60 drug combinations with 297,098 pairs across 59 cell lines (1) Drug 1: CN(CCCl)CCCl.Cl. Drug 2: C1CN(P(=O)(OC1)NCCCl)CCCl. Cell line: OVCAR-8. Synergy scores: CSS=-1.85, Synergy_ZIP=-0.732, Synergy_Bliss=-2.78, Synergy_Loewe=-4.52, Synergy_HSA=-3.69. (2) Drug 1: CCC1(CC2CC(C3=C(CCN(C2)C1)C4=CC=CC=C4N3)(C5=C(C=C6C(=C5)C78CCN9C7C(C=CC9)(C(C(C8N6C=O)(C(=O)OC)O)OC(=O)C)CC)OC)C(=O)OC)O.OS(=O)(=O)O. Drug 2: C1=NC2=C(N1)C(=S)N=CN2. Cell line: T-47D. Synergy scores: CSS=19.9, Synergy_ZIP=-4.93, Synergy_Bliss=-0.647, Synergy_Loewe=-9.32, Synergy_HSA=2.54. (3) Drug 1: CNC(=O)C1=CC=CC=C1SC2=CC3=C(C=C2)C(=NN3)C=CC4=CC=CC=N4. Drug 2: CC(C)(C#N)C1=CC(=CC(=C1)CN2C=NC=N2)C(C)(C)C#N. Cell line: SF-539. Synergy scores: CSS=9.86, Synergy_ZIP=-4.23, Synergy_Bliss=-4.22, Synergy_Loewe=-3.82, Synergy_HSA=-1.05. (4) Drug 1: CC1=CC2C(CCC3(C2CCC3(C(=O)C)OC(=O)C)C)C4(C1=CC(=O)CC4)C. Drug 2: C1CN(P(=O)(OC1)NCCCl)CCCl. Cell line: SF-268. Synergy scores: CSS=-5.97, Synergy_ZIP=3.09, Synergy_Bliss=-2.13, Synergy_Loewe=-6.42, Synergy_HSA=-6.89.